Dataset: Forward reaction prediction with 1.9M reactions from USPTO patents (1976-2016). Task: Predict the product of the given reaction. Given the reactants [BH4-].[Na+].Cl[CH:4]([C:9]1[CH:14]=[CH:13][CH:12]=[CH:11][C:10]=1[OH:15])[C:5]([F:8])([F:7])[F:6], predict the reaction product. The product is: [F:6][C:5]([F:7])([F:8])[CH2:4][C:9]1[CH:14]=[CH:13][CH:12]=[CH:11][C:10]=1[OH:15].